Dataset: Full USPTO retrosynthesis dataset with 1.9M reactions from patents (1976-2016). Task: Predict the reactants needed to synthesize the given product. (1) Given the product [Cl:18][C:9]1[CH:10]=[C:11]([N+:15]([O-:17])=[O:16])[CH:12]=[C:13]([Cl:14])[C:8]=1[O:7][C:6]1[CH:19]=[CH:20][C:3]([O:2][CH3:1])=[C:4]([S:28]([C:25]2[CH:26]=[CH:27][C:22]([F:21])=[CH:23][CH:24]=2)(=[O:30])=[O:29])[CH:5]=1, predict the reactants needed to synthesize it. The reactants are: [CH3:1][O:2][C:3]1[CH:20]=[CH:19][C:6]([O:7][C:8]2[C:13]([Cl:14])=[CH:12][C:11]([N+:15]([O-:17])=[O:16])=[CH:10][C:9]=2[Cl:18])=[CH:5][CH:4]=1.[F:21][C:22]1[CH:27]=[CH:26][C:25]([S:28](Cl)(=[O:30])=[O:29])=[CH:24][CH:23]=1. (2) Given the product [CH2:11]([NH:13][C:14](=[O:25])[CH:15]([C:17]1[CH:18]=[CH:19][C:20]([C:23]#[C:24][C:2]2[CH:7]=[CH:6][C:5]([CH:8]([CH3:10])[CH3:9])=[CH:4][CH:3]=2)=[CH:21][CH:22]=1)[CH3:16])[CH3:12], predict the reactants needed to synthesize it. The reactants are: I[C:2]1[CH:7]=[CH:6][C:5]([CH:8]([CH3:10])[CH3:9])=[CH:4][CH:3]=1.[CH2:11]([NH:13][C:14](=[O:25])[CH:15]([C:17]1[CH:22]=[CH:21][C:20]([C:23]#[CH:24])=[CH:19][CH:18]=1)[CH3:16])[CH3:12].CC(N)CC.O. (3) Given the product [ClH:27].[N:7]1[C:2]2[CH:3]=[CH:4][CH:5]=[CH:6][C:1]=2[NH:8][C:24]=1[CH2:25][CH:19]([C:10]1[CH:11]=[CH:12][C:13]2[C:18](=[CH:17][CH:16]=[CH:15][CH:14]=2)[CH:9]=1)[CH2:20][C:21]([OH:23])=[O:22], predict the reactants needed to synthesize it. The reactants are: [C:1]1([NH2:8])[CH:6]=[CH:5][CH:4]=[CH:3][C:2]=1[NH2:7].[CH:9]1[C:18]2[C:13](=[CH:14][CH:15]=[CH:16][CH:17]=2)[CH:12]=[CH:11][C:10]=1[CH:19]1[CH2:25][C:24](=O)[O:23][C:21](=[O:22])[CH2:20]1.[ClH:27]. (4) Given the product [Cl:19][C:20]1[CH:35]=[CH:34][C:23]2[N:24]([C:47]([C:44]3[CH:45]=[CH:46][C:40]4[O:39][CH2:38][C:37](=[O:36])[NH:42][C:41]=4[CH:43]=3)=[O:48])[C@@H:25]([CH2:28][C:29]([O:31][CH2:32][CH3:33])=[O:30])[CH2:26][O:27][C:22]=2[CH:21]=1, predict the reactants needed to synthesize it. The reactants are: C(P1(=O)OP(CCC)(=O)OP(CCC)(=O)O1)CC.[Cl:19][C:20]1[CH:35]=[CH:34][C:23]2[NH:24][C@@H:25]([CH2:28][C:29]([O:31][CH2:32][CH3:33])=[O:30])[CH2:26][O:27][C:22]=2[CH:21]=1.[O:36]=[C:37]1[NH:42][C:41]2[CH:43]=[C:44]([C:47](O)=[O:48])[CH:45]=[CH:46][C:40]=2[O:39][CH2:38]1.CCN(C(C)C)C(C)C. (5) Given the product [CH2:16]([N:15]1[C:14]2[CH:18]=[CH:19][CH:20]=[CH:21][C:13]=2[NH:12]/[C:11]/1=[C:8](\[C:6]1[CH:5]=[CH:4][N:3]=[C:2]([NH:22][CH2:23][CH2:24][CH2:25][N:26]2[CH2:30][CH2:29][CH2:28][C:27]2=[O:31])[N:7]=1)/[C:9]#[N:10])[CH3:17], predict the reactants needed to synthesize it. The reactants are: Cl[C:2]1[N:7]=[C:6]([CH:8]([CH:11]2[N:15]([CH2:16][CH3:17])[C:14]3[CH:18]=[CH:19][CH:20]=[CH:21][C:13]=3[NH:12]2)[C:9]#[N:10])[CH:5]=[CH:4][N:3]=1.[NH2:22][CH2:23][CH2:24][CH2:25][N:26]1[CH2:30][CH2:29][CH2:28][C:27]1=[O:31].